From a dataset of Full USPTO retrosynthesis dataset with 1.9M reactions from patents (1976-2016). Predict the reactants needed to synthesize the given product. (1) Given the product [CH2:1]([O:3][C:4]1[CH:9]=[CH:8][C:7]([NH:10][C:24]([C:22]2[O:23][C:19]([C:17]#[N:18])=[CH:20][CH:21]=2)=[O:25])=[C:6]([N:11]2[CH2:16][CH2:15][CH2:14][CH2:13][CH2:12]2)[CH:5]=1)[CH3:2], predict the reactants needed to synthesize it. The reactants are: [CH2:1]([O:3][C:4]1[CH:9]=[CH:8][C:7]([NH2:10])=[C:6]([N:11]2[CH2:16][CH2:15][CH2:14][CH2:13][CH2:12]2)[CH:5]=1)[CH3:2].[C:17]([C:19]1[O:23][C:22]([C:24](Cl)=[O:25])=[CH:21][CH:20]=1)#[N:18].CCN(C(C)C)C(C)C. (2) Given the product [CH3:17][C:3]1[C:2]([C:22]2[CH:21]=[C:20]([C:19]([F:33])([F:32])[F:18])[CH:28]=[C:27]3[C:23]=2[CH:24]=[N:25][NH:26]3)=[CH:7][N:6]=[C:5]([N:8]2[CH2:13][C@@H:12]3[C@@H:10]([CH2:11]3)[CH:9]2[C:14]([OH:16])=[O:15])[N:4]=1, predict the reactants needed to synthesize it. The reactants are: Br[C:2]1[C:3]([CH3:17])=[N:4][C:5]([N:8]2[CH2:13][C@@H:12]3[C@@H:10]([CH2:11]3)[CH:9]2[C:14]([OH:16])=[O:15])=[N:6][CH:7]=1.[F:18][C:19]([F:33])([F:32])[C:20]1[CH:28]=[C:27]2[C:23]([CH:24]=[N:25][NH:26]2)=[C:22](B(O)O)[CH:21]=1.C([O-])(O)=O.[Na+]. (3) Given the product [NH2:3][OH:1].[O:6]1[C:10]2[CH:11]=[CH:12][CH:13]=[CH:14][C:9]=2[N:8]=[C:7]1[N:15]([C:28]1[CH:33]=[CH:32][CH:31]=[CH:30][N:29]=1)[CH2:16][CH2:17][CH2:18][CH2:19][CH2:20][CH2:21][CH2:22][C:23]([NH:3][OH:1])=[O:24], predict the reactants needed to synthesize it. The reactants are: [OH-:1].[K+].[NH2:3]O.Cl.[O:6]1[C:10]2[CH:11]=[CH:12][CH:13]=[CH:14][C:9]=2[N:8]=[C:7]1[N:15]([C:28]1[CH:33]=[CH:32][CH:31]=[CH:30][N:29]=1)[CH2:16][CH2:17][CH2:18][CH2:19][CH2:20][CH2:21][CH2:22][C:23](OCC)=[O:24]. (4) Given the product [C:18]([O:22][C:23]([N:25]1[CH2:30][CH2:29][N:28]([C:31]2[CH:36]=[CH:35][CH:34]=[CH:33][C:32]=2[O:17][CH:13]2[CH2:14][CH2:15][CH2:16][N:11]([C:9]([O:8][CH2:1][C:2]3[CH:7]=[CH:6][CH:5]=[CH:4][CH:3]=3)=[O:10])[CH2:12]2)[CH2:27][CH2:26]1)=[O:24])([CH3:21])([CH3:19])[CH3:20], predict the reactants needed to synthesize it. The reactants are: [CH2:1]([O:8][C:9]([N:11]1[CH2:16][CH2:15][CH2:14][CH:13]([OH:17])[CH2:12]1)=[O:10])[C:2]1[CH:7]=[CH:6][CH:5]=[CH:4][CH:3]=1.[C:18]([O:22][C:23]([N:25]1[CH2:30][CH2:29][N:28]([C:31]2[CH:36]=[CH:35][CH:34]=[CH:33][C:32]=2O)[CH2:27][CH2:26]1)=[O:24])([CH3:21])([CH3:20])[CH3:19].C1(P(C2C=CC=CC=2)C2C=CC=CC=2)C=CC=CC=1.N(C(OC(C)C)=O)=NC(OC(C)C)=O.